Dataset: Forward reaction prediction with 1.9M reactions from USPTO patents (1976-2016). Task: Predict the product of the given reaction. (1) Given the reactants [C:1]([C:5]1[C:6](I)=[C:7]([C:27]2[CH:28]=[C:29]3[C:34](=[CH:35][CH:36]=2)[CH:33]=[C:32]([NH:37][S:38]([CH3:41])(=[O:40])=[O:39])[CH:31]=[CH:30]3)[CH:8]=[C:9]([C:11]2[C:12]([O:22][C:23]([CH3:26])([CH3:25])[CH3:24])=[N:13][C:14]([O:17][C:18]([CH3:21])([CH3:20])[CH3:19])=[N:15][CH:16]=2)[CH:10]=1)([CH3:4])([CH3:3])[CH3:2].[CH2:43]([Sn](CCCC)(CCCC)C=C)[CH2:44]CC.P([O-])([O-])([O-])=O.[K+].[K+].[K+].CC12CC3(C)P(C4C=CC=CC=4)C(C)(CC(C)(O3)O1)O2, predict the reaction product. The product is: [C:1]([C:5]1[C:6]([CH:43]=[CH2:44])=[C:7]([C:27]2[CH:28]=[C:29]3[C:34](=[CH:35][CH:36]=2)[CH:33]=[C:32]([NH:37][S:38]([CH3:41])(=[O:40])=[O:39])[CH:31]=[CH:30]3)[CH:8]=[C:9]([C:11]2[C:12]([O:22][C:23]([CH3:26])([CH3:25])[CH3:24])=[N:13][C:14]([O:17][C:18]([CH3:21])([CH3:20])[CH3:19])=[N:15][CH:16]=2)[CH:10]=1)([CH3:4])([CH3:3])[CH3:2]. (2) Given the reactants [CH3:1]N(C)C=O.[F:6][C:7]1[CH:12]=[CH:11][C:10]([C:13]2[NH:14][CH:15]=[C:16]([N+:18]([O-:20])=[O:19])[CH:17]=2)=[CH:9][CH:8]=1.[H-].[Na+].CI, predict the reaction product. The product is: [F:6][C:7]1[CH:8]=[CH:9][C:10]([C:13]2[N:14]([CH3:1])[CH:15]=[C:16]([N+:18]([O-:20])=[O:19])[CH:17]=2)=[CH:11][CH:12]=1. (3) Given the reactants [CH3:1][C:2]1[CH:3]=[C:4]2[C:9](=[CH:10][CH:11]=1)[CH:8]=[C:7]([C:12](O)=[O:13])[CH:6]=[CH:5]2.[H-].[Al+3].[Li+].[H-].[H-].[H-].[Cl-].[NH4+], predict the reaction product. The product is: [CH3:1][C:2]1[CH:3]=[C:4]2[C:9](=[CH:10][CH:11]=1)[CH:8]=[C:7]([CH2:12][OH:13])[CH:6]=[CH:5]2. (4) The product is: [Br:31][C:32]1[CH:33]=[CH:34][C:35]([O:36][CH2:37][C:38]2([CH2:42][O:43][S:54]([CH3:53])(=[O:56])=[O:55])[CH2:39][O:40][CH2:41]2)=[CH:44][CH:45]=1. Given the reactants C[C@H]1CO[C@@]2(O[C@H]3C[C@H]4[C@@H]5CC=C6C[C@@H](O)CC[C@]6(C)[C@H]5CC[C@]4(C)[C@H]3[C@@H]2C)CC1.[Br:31][C:32]1[CH:45]=[CH:44][C:35]([O:36][CH2:37][C:38]2([CH2:42][OH:43])[CH2:41][O:40][CH2:39]2)=[CH:34][CH:33]=1.C(N(CC)CC)C.[CH3:53][S:54](Cl)(=[O:56])=[O:55], predict the reaction product. (5) Given the reactants [CH3:1][C:2]1[CH:7]=[CH:6][C:5]([S:8]([O:11][CH2:12][CH:13]2[O:26][C:17]3=[C:18]4[C:23](=[CH:24][CH:25]=[C:16]3[CH:15]=[CH:14]2)[N:22]=[CH:21][CH:20]=[CH:19]4)(=[O:10])=[O:9])=[CH:4][CH:3]=1, predict the reaction product. The product is: [CH3:1][C:2]1[CH:7]=[CH:6][C:5]([S:8]([O:11][CH2:12][CH:13]2[O:26][C:17]3=[C:18]4[C:23](=[CH:24][CH:25]=[C:16]3[CH2:15][CH2:14]2)[N:22]=[CH:21][CH:20]=[CH:19]4)(=[O:10])=[O:9])=[CH:4][CH:3]=1. (6) Given the reactants [NH2:1][C:2]1[CH:7]=[C:6]([OH:8])[CH:5]=[CH:4][C:3]=1[S:9][C:10]1[CH:15]=[CH:14][C:13]([NH:16][C:17](=[O:19])[CH3:18])=[CH:12][CH:11]=1.[CH2:20](Br)[C:21]1[CH:26]=[CH:25][CH:24]=[CH:23][CH:22]=1.C(=O)([O-])[O-].[K+].[K+], predict the reaction product. The product is: [NH2:1][C:2]1[CH:7]=[C:6]([O:8][CH2:20][C:21]2[CH:26]=[CH:25][CH:24]=[CH:23][CH:22]=2)[CH:5]=[CH:4][C:3]=1[S:9][C:10]1[CH:15]=[CH:14][C:13]([NH:16][C:17](=[O:19])[CH3:18])=[CH:12][CH:11]=1.